The task is: Predict the product of the given reaction.. This data is from Forward reaction prediction with 1.9M reactions from USPTO patents (1976-2016). (1) Given the reactants [Br:1][C:2]1[CH:3]=[C:4]2[C:9](=[C:10]([O:12][CH3:13])[CH:11]=1)[C:8](=O)[CH2:7][CH2:6][C:5]2([CH3:16])[CH3:15].[CH:17]1([NH2:20])[CH2:19][CH2:18]1.[C:21]([BH3-])#N.[Na+].C(=O)([O-])[O-].[K+].[K+].CI, predict the reaction product. The product is: [Br:1][C:2]1[CH:11]=[C:10]([O:12][CH3:13])[C:9]2[CH:8]([N:20]([CH:17]3[CH2:19][CH2:18]3)[CH3:21])[CH2:7][CH2:6][C:5]([CH3:16])([CH3:15])[C:4]=2[CH:3]=1. (2) Given the reactants [CH2:1]1[CH2:11]CN2C(=NCCC2)[CH2:3][CH2:2]1.BrCCCCBr.[NH2:18][C:19]1[CH:20]=[C:21]([C:25]2[C:26]([C:43]([O:45][CH2:46][CH3:47])=[O:44])=[C:27]3[C:36]4[C:31](=[CH:32][C:33]([O:39][CH3:40])=[C:34]([O:37][CH3:38])[CH:35]=4)[CH2:30][CH2:29][N:28]3[C:41]=2[CH3:42])[CH:22]=[CH:23][CH:24]=1, predict the reaction product. The product is: [CH3:40][O:39][C:33]1[CH:32]=[C:31]2[C:36](=[CH:35][C:34]=1[O:37][CH3:38])[C:27]1=[C:26]([C:43]([O:45][CH2:46][CH3:47])=[O:44])[C:25]([C:21]3[CH:22]=[CH:23][CH:24]=[C:19]([N:18]4[CH2:3][CH2:2][CH2:1][CH2:11]4)[CH:20]=3)=[C:41]([CH3:42])[N:28]1[CH2:29][CH2:30]2. (3) The product is: [NH:8]1[C:9]2[C:4](=[CH:3][C:2]([C:12]#[N:13])=[CH:11][CH:10]=2)[CH2:5][CH2:6][CH2:7]1. Given the reactants Br[C:2]1[CH:3]=[C:4]2[C:9](=[CH:10][CH:11]=1)[NH:8][CH2:7][CH2:6][CH2:5]2.[CH3:12][N:13](C)C=O, predict the reaction product. (4) The product is: [C:5]([O:10][CH:11]([O:13][C:14]([NH:16][CH2:17][C:18]1([CH2:24][C:25]([OH:27])=[O:26])[CH2:23][CH2:22][CH2:21][CH2:20][CH2:19]1)=[O:15])[CH3:12])(=[O:9])[CH:6]([CH3:8])[CH3:7]. Given the reactants C([O-])=O.[NH4+].[C:5]([O:10][CH:11]([O:13][C:14]([NH:16][CH2:17][C:18]1([CH2:24][C:25]([O:27]CC=C)=[O:26])[CH2:23][CH2:22][CH2:21][CH2:20][CH2:19]1)=[O:15])[CH3:12])(=[O:9])[CH:6]([CH3:8])[CH3:7], predict the reaction product. (5) Given the reactants [CH3:1][O:2][C:3]([C:5]1[CH:10]=[N:9][C:8](Cl)=[CH:7][N:6]=1)=[O:4].Cl.[F:13][C:14]1([F:18])[CH2:17][NH:16][CH2:15]1.C(N(CC)CC)C, predict the reaction product. The product is: [CH3:1][O:2][C:3]([C:5]1[CH:10]=[N:9][C:8]([N:16]2[CH2:17][C:14]([F:18])([F:13])[CH2:15]2)=[CH:7][N:6]=1)=[O:4]. (6) Given the reactants [N:1]1[CH:6]=[CH:5][CH:4]=[CH:3][C:2]=1[CH:7]=[CH:8][C:9]1[C:17]2[C:12](=[CH:13][C:14]([NH:18][C:19]3[CH:27]=[CH:26][CH:25]=[CH:24][C:20]=3[C:21](O)=[O:22])=[CH:15][CH:16]=2)[NH:11][N:10]=1.[CH3:28][O:29][C:30]1[CH:37]=[CH:36][CH:35]=[CH:34][C:31]=1[CH2:32][NH2:33].C(N(CC)CC)C.CN(C(ON1N=NC2C=CC=NC1=2)=[N+](C)C)C.F[P-](F)(F)(F)(F)F, predict the reaction product. The product is: [CH3:28][O:29][C:30]1[CH:37]=[CH:36][CH:35]=[CH:34][C:31]=1[CH2:32][NH:33][C:21](=[O:22])[C:20]1[CH:24]=[CH:25][CH:26]=[CH:27][C:19]=1[NH:18][C:14]1[CH:13]=[C:12]2[C:17]([C:9](/[CH:8]=[CH:7]/[C:2]3[CH:3]=[CH:4][CH:5]=[CH:6][N:1]=3)=[N:10][NH:11]2)=[CH:16][CH:15]=1.